From a dataset of Forward reaction prediction with 1.9M reactions from USPTO patents (1976-2016). Predict the product of the given reaction. (1) The product is: [CH3:9][C:4]1[CH:3]=[C:2]([C:18]#[C:17][C:19]2[CH:20]=[N:21][CH:22]=[C:23]([CH:26]=2)[C:24]#[N:25])[CH:7]=[CH:6][C:5]=1[CH3:8]. Given the reactants I[C:2]1[CH:3]=[C:4]([CH3:9])[C:5]([CH3:8])=[CH:6][CH:7]=1.C(N(CC)CC)C.[C:17]([C:19]1[CH:20]=[N:21][CH:22]=[C:23]([CH:26]=1)[C:24]#[N:25])#[CH:18], predict the reaction product. (2) Given the reactants [CH3:1][O:2][C:3](=[O:11])[CH2:4][C:5](=[O:10])[CH2:6][CH2:7][O:8][CH3:9].[Cl-].[Mg+2].[Cl-].N1C=CC=CC=1.[C:21](OC(=O)C)(=[O:23])[CH3:22], predict the reaction product. The product is: [CH3:1][O:2][C:3](=[O:11])[CH:4]([C:21](=[O:23])[CH3:22])[C:5](=[O:10])[CH2:6][CH2:7][O:8][CH3:9]. (3) Given the reactants [CH2:1]([O:8][CH2:9][C@@H:10]([CH2:21][N:22]1[CH:30]=[N:29][C:28]2[C:23]1=[N:24][C:25]([NH2:32])=[N:26][C:27]=2Cl)[C@H:11]([O:13][Si](C(C)(C)C)(C)C)[CH3:12])[C:2]1[CH:7]=[CH:6][CH:5]=[CH:4][CH:3]=1.C(O)(C(F)(F)F)=[O:34], predict the reaction product. The product is: [CH2:1]([O:8][CH2:9][C@@H:10]([CH2:21][N:22]1[CH:30]=[N:29][C:28]2[C:27](=[O:34])[NH:26][C:25]([NH2:32])=[N:24][C:23]1=2)[C@H:11]([OH:13])[CH3:12])[C:2]1[CH:7]=[CH:6][CH:5]=[CH:4][CH:3]=1. (4) Given the reactants [C:1]([C:3]1[CH:4]=[C:5]2[C:9](=[CH:10][CH:11]=1)[N:8]([CH:12]1[CH2:17][CH2:16][CH2:15][CH2:14][O:13]1)[N:7]=[C:6]2[C:18]1[CH:19]=[C:20]2[C:25](=[CH:26][CH:27]=1)[CH:24]=[C:23]([C:28](O)=[O:29])[CH:22]=[CH:21]2)#[N:2].C1C=C[C:34]2N(O)N=[N:37][C:35]=2C=1.CCN=C=NCCCN(C)C.C(N)C, predict the reaction product. The product is: [CH2:35]([NH:37][C:28]([C:23]1[CH:22]=[CH:21][C:20]2[C:25](=[CH:26][CH:27]=[C:18]([C:6]3[C:5]4[C:9](=[CH:10][CH:11]=[C:3]([C:1]#[N:2])[CH:4]=4)[N:8]([CH:12]4[CH2:17][CH2:16][CH2:15][CH2:14][O:13]4)[N:7]=3)[CH:19]=2)[CH:24]=1)=[O:29])[CH3:34]. (5) Given the reactants [F:1][C@@H:2]1[CH2:7][NH:6][C@@H:5]([CH3:8])[CH2:4][C@@H:3]1[O:9][C:10]1[CH:17]=[CH:16][C:15]([C:18]2[N:23]=[C:22]([NH:24][C:25]3[CH:30]=[CH:29][C:28]([N:31]4[CH2:36][CH2:35][N:34]([CH:37]5[CH2:40][O:39][CH2:38]5)[CH2:33][CH2:32]4)=[CH:27][CH:26]=3)[N:21]=[CH:20][N:19]=2)=[CH:14][C:11]=1[C:12]#[N:13].[O:41]=[C:42]1[NH:46][C@H:45]([C:47](O)=[O:48])[CH2:44][CH2:43]1.CN(C(ON1N=NC2C=CC=NC1=2)=[N+](C)C)C.F[P-](F)(F)(F)(F)F.CCN(C(C)C)C(C)C, predict the reaction product. The product is: [F:1][C@@H:2]1[CH2:7][N:6]([C:47]([C@@H:45]2[CH2:44][CH2:43][C:42](=[O:41])[NH:46]2)=[O:48])[C@@H:5]([CH3:8])[CH2:4][CH:3]1[O:9][C:10]1[CH:17]=[CH:16][C:15]([C:18]2[N:23]=[C:22]([NH:24][C:25]3[CH:26]=[CH:27][C:28]([N:31]4[CH2:36][CH2:35][N:34]([CH:37]5[CH2:38][O:39][CH2:40]5)[CH2:33][CH2:32]4)=[CH:29][CH:30]=3)[N:21]=[CH:20][N:19]=2)=[CH:14][C:11]=1[C:12]#[N:13].